Dataset: Reaction yield outcomes from USPTO patents with 853,638 reactions. Task: Predict the reaction yield, written as a fraction of the theoretical maximum amount of product (1.0 means a 100% yield; for example, 0.34 means a 34% yield). (1) The reactants are [OH:1][N:2]=[C:3]([C:10]1[N:14]([CH3:15])[N:13]=[N:12][N:11]=1)[C:4]1[CH:9]=[CH:8][CH:7]=[CH:6][CH:5]=1.C1CN2C(=NCCC2)C1.[Br:25][C:26]1[CH:31]=[CH:30][CH:29]=[C:28]([CH2:32]Br)[N:27]=1. The catalyst is CC#N. The product is [Br:25][C:26]1[N:27]=[C:28]([CH2:32][O:1][N:2]=[C:3]([C:10]2[N:14]([CH3:15])[N:13]=[N:12][N:11]=2)[C:4]2[CH:5]=[CH:6][CH:7]=[CH:8][CH:9]=2)[CH:29]=[CH:30][CH:31]=1. The yield is 0.750. (2) The reactants are [OH:1][CH:2]1[CH2:21][CH2:20][CH2:19][CH2:18][CH2:17][CH2:16][CH2:15][CH2:14][CH:13]=[CH:12][CH2:11][CH2:10][CH2:9][CH2:8][CH2:7][CH2:6][CH2:5][CH2:4][C:3]1=O.C1(C)C=CC=CC=1.S(=O)(=O)(O)O. The catalyst is [Zn].O. The product is [C:2]1(=[O:1])[CH2:21][CH2:20][CH2:19][CH2:18][CH2:17][CH2:16][CH2:15][CH2:14][CH2:13][CH:12]=[CH:11][CH2:10][CH2:9][CH2:8][CH2:7][CH2:6][CH2:5][CH2:4][CH2:3]1. The yield is 0.920.